Dataset: Reaction yield outcomes from USPTO patents with 853,638 reactions. Task: Predict the reaction yield, written as a fraction of the theoretical maximum amount of product (1.0 means a 100% yield; for example, 0.34 means a 34% yield). The product is [CH2:19]([N:26]1[C:9](=[O:11])[CH2:8][S:7][C:1]1=[S:12])[C:20]1[CH:25]=[CH:24][CH:23]=[CH:22][CH:21]=1. The yield is 0.430. The catalyst is O. The reactants are [C:1](=[S:12])([S:7][CH2:8][C:9]([OH:11])=O)SCC(O)=O.C(=O)([O-])[O-].[K+].[K+].[CH2:19]([NH2:26])[C:20]1[CH:25]=[CH:24][CH:23]=[CH:22][CH:21]=1.